This data is from Reaction yield outcomes from USPTO patents with 853,638 reactions. The task is: Predict the reaction yield, written as a fraction of the theoretical maximum amount of product (1.0 means a 100% yield; for example, 0.34 means a 34% yield). (1) The reactants are [C:1](/[C:3](=[C:7](\OCC)/[CH3:8])/[C:4](=[S:6])[NH2:5])#[N:2].[NH3:12]. The catalyst is CO. The product is [NH2:12]/[C:7](/[CH3:8])=[C:3](\[C:1]#[N:2])/[C:4](=[S:6])[NH2:5]. The yield is 0.890. (2) The reactants are [NH2:1][C:2]1[CH:10]=[CH:9][CH:8]=[CH:7][C:3]=1[C:4]([OH:6])=O.S(Cl)(Cl)=O.[Br:15][C:16]1[C:17]([CH3:23])=[C:18]([CH:20]=[CH:21][CH:22]=1)[NH2:19].C([O-])([O-])=O.[K+].[K+]. The catalyst is C1(C)C=CC=CC=1. The product is [NH2:1][C:2]1[CH:10]=[CH:9][CH:8]=[CH:7][C:3]=1[C:4]([NH:19][C:18]1[CH:20]=[CH:21][CH:22]=[C:16]([Br:15])[C:17]=1[CH3:23])=[O:6]. The yield is 0.420. (3) The reactants are [F:1][C:2]1[CH:3]=[C:4]2[C:8](=[CH:9][C:10]=1[CH3:11])[N:7]([CH:12]1[CH2:17][CH2:16][N:15]([C:18]3([CH3:23])[CH2:22][CH2:21][NH:20][CH2:19]3)[CH2:14][CH2:13]1)[C:6](=[O:24])[CH2:5]2.[C:25](Cl)(=[O:28])[O:26][CH3:27]. No catalyst specified. The product is [F:1][C:2]1[CH:3]=[C:4]2[C:8](=[CH:9][C:10]=1[CH3:11])[N:7]([CH:12]1[CH2:13][CH2:14][N:15]([C:18]3([CH3:23])[CH2:22][CH2:21][N:20]([C:25]([O:26][CH3:27])=[O:28])[CH2:19]3)[CH2:16][CH2:17]1)[C:6](=[O:24])[CH2:5]2. The yield is 0.970.